Dataset: Reaction yield outcomes from USPTO patents with 853,638 reactions. Task: Predict the reaction yield, written as a fraction of the theoretical maximum amount of product (1.0 means a 100% yield; for example, 0.34 means a 34% yield). (1) The reactants are [Si:1]([O:8][C:9]1[CH:10]=[C:11]2[C:15](=[CH:16][CH:17]=1)[NH:14][N:13]=[C:12]2[I:18])([C:4]([CH3:7])([CH3:6])[CH3:5])([CH3:3])[CH3:2].O([C:21](C)(C)C)[K].CI.O. The catalyst is C1COCC1. The product is [Si:1]([O:8][C:9]1[CH:10]=[C:11]2[C:15](=[CH:16][CH:17]=1)[N:14]([CH3:21])[N:13]=[C:12]2[I:18])([C:4]([CH3:7])([CH3:5])[CH3:6])([CH3:3])[CH3:2]. The yield is 0.803. (2) The reactants are [CH2:1]([C@H:3]1[CH2:8][CH2:7][C@H:6]([O:9][C:10]2[CH:15]=[CH:14][C:13]([C:16]3[CH2:21][CH2:20][N:19]([CH2:22][CH2:23][C:24]([O:26][CH2:27][CH3:28])=[O:25])[CH2:18][CH:17]=3)=[CH:12][CH:11]=2)[CH2:5][CH2:4]1)[CH3:2]. The catalyst is CO.[Pd]. The product is [CH2:1]([C@H:3]1[CH2:4][CH2:5][C@H:6]([O:9][C:10]2[CH:11]=[CH:12][C:13]([CH:16]3[CH2:21][CH2:20][N:19]([CH2:22][CH2:23][C:24]([O:26][CH2:27][CH3:28])=[O:25])[CH2:18][CH2:17]3)=[CH:14][CH:15]=2)[CH2:7][CH2:8]1)[CH3:2]. The yield is 0.820. (3) The reactants are [C:1]([C:5]1[S:9][C:8]2[CH:10]=[C:11]([F:14])[CH:12]=[CH:13][C:7]=2[C:6]=1[NH2:15])([O:3]C)=[O:2].[OH-].[Na+].C(O)(C)C. The catalyst is O. The product is [NH2:15][C:6]1[C:7]2[CH:13]=[CH:12][C:11]([F:14])=[CH:10][C:8]=2[S:9][C:5]=1[C:1]([OH:3])=[O:2]. The yield is 0.947.